This data is from Reaction yield outcomes from USPTO patents with 853,638 reactions. The task is: Predict the reaction yield, written as a fraction of the theoretical maximum amount of product (1.0 means a 100% yield; for example, 0.34 means a 34% yield). The reactants are C1C=CC(P(C2C(C3C(P(C4C=CC=CC=4)C4C=CC=CC=4)=CC=C4C=3C=CC=C4)=C3C(C=CC=C3)=CC=2)C2C=CC=CC=2)=CC=1.[CH2:47]1[C:51]2([CH2:56][CH2:55][NH:54][CH2:53][CH2:52]2)[CH2:50][CH2:49][N:48]1[C:57]([O:59][C:60]([CH3:63])([CH3:62])[CH3:61])=[O:58].Cl.Br[C:66]1[CH:71]=[CH:70][N:69]=[CH:68][CH:67]=1. The catalyst is C1(C)C=CC=CC=1.CC([O-])=O.CC([O-])=O.[Pd+2]. The product is [C:60]([O:59][C:57]([N:48]1[CH2:49][CH2:50][C:51]2([CH2:52][CH2:53][N:54]([C:66]3[CH:71]=[CH:70][N:69]=[CH:68][CH:67]=3)[CH2:55][CH2:56]2)[CH2:47]1)=[O:58])([CH3:63])([CH3:62])[CH3:61]. The yield is 0.433.